Predict the reaction yield, written as a fraction of the theoretical maximum amount of product (1.0 means a 100% yield; for example, 0.34 means a 34% yield). From a dataset of Reaction yield outcomes from USPTO patents with 853,638 reactions. (1) The reactants are [Cl:1][C:2]1[N:11]=[C:10]([C:12]2[CH:13]=[C:14]([NH:18]C(=O)OC(C)(C)C)[CH:15]=[CH:16][CH:17]=2)[C:9]2[C:4](=[CH:5][C:6]([O:28][CH3:29])=[C:7]([O:26][CH3:27])[CH:8]=2)[N:3]=1.FC(F)(F)C(O)=O.[OH-].[Na+]. No catalyst specified. The product is [Cl:1][C:2]1[N:11]=[C:10]([C:12]2[CH:13]=[C:14]([NH2:18])[CH:15]=[CH:16][CH:17]=2)[C:9]2[C:4](=[CH:5][C:6]([O:28][CH3:29])=[C:7]([O:26][CH3:27])[CH:8]=2)[N:3]=1. The yield is 0.956. (2) The reactants are [N:1]([O-:3])=[O:2].[Na+].[CH:5]1([C:8]2[C:17]3[C:12](=[CH:13][CH:14]=[CH:15][CH:16]=3)[CH:11]=[CH:10][CH:9]=2)[CH2:7][CH2:6]1.O. The catalyst is CCOC(C)=O. The product is [CH:5]1([C:8]2[C:17]3[C:12](=[CH:13][CH:14]=[CH:15][CH:16]=3)[C:11]([N+:1]([O-:3])=[O:2])=[CH:10][CH:9]=2)[CH2:7][CH2:6]1. The yield is 0.640. (3) The reactants are [CH3:1][O:2][C:3]1[CH:8]=[CH:7][C:6]([C:9](=O)[CH3:10])=[CH:5][CH:4]=1.[NH2:12][C:13]([NH2:15])=[S:14]. No catalyst specified. The product is [NH2:15][C:13]1[S:14][CH:10]=[C:9]([C:6]2[CH:7]=[CH:8][C:3]([O:2][CH3:1])=[CH:4][CH:5]=2)[N:12]=1. The yield is 0.852. (4) The reactants are Cl[C:2]12[C:11]([O:14][CH3:15])([O:12][CH3:13])[C:6](Cl)([C:7](Cl)=[C:8]1Cl)[CH2:5][N:4]([CH2:17][C:18]1[CH:23]=[CH:22][C:21]([O:24][CH3:25])=[CH:20][CH:19]=1)[CH2:3]2.C(O)(C)(C)C.[Na]. The catalyst is O1CCOCC1. The product is [CH3:15][O:14][C:11]1([O:12][CH3:13])[CH:2]2[CH:8]=[CH:7][CH:6]1[CH2:5][N:4]([CH2:17][C:18]1[CH:23]=[CH:22][C:21]([O:24][CH3:25])=[CH:20][CH:19]=1)[CH2:3]2. The yield is 0.940. (5) The reactants are [C:1]([OH:4])(=O)[CH3:2].[C:5]1([CH:11]([C:34]2[CH:39]=[CH:38][CH:37]=[CH:36][CH:35]=2)[CH2:12][CH2:13][N:14]([CH:28]2[CH2:33][CH2:32][NH:31][CH2:30][CH2:29]2)[C:15]([NH:17][C:18]2[CH:23]=[CH:22][CH:21]=[C:20]([C:24]([F:27])([F:26])[F:25])[CH:19]=2)=[O:16])[CH:10]=[CH:9][CH:8]=[CH:7][CH:6]=1. The catalyst is ClCCl. The yield is 0.620. The product is [C:1]([N:31]1[CH2:32][CH2:33][CH:28]([N:14]([CH2:13][CH2:12][CH:11]([C:5]2[CH:10]=[CH:9][CH:8]=[CH:7][CH:6]=2)[C:34]2[CH:35]=[CH:36][CH:37]=[CH:38][CH:39]=2)[C:15]([NH:17][C:18]2[CH:23]=[CH:22][CH:21]=[C:20]([C:24]([F:25])([F:26])[F:27])[CH:19]=2)=[O:16])[CH2:29][CH2:30]1)(=[O:4])[CH3:2].